From a dataset of HIV replication inhibition screening data with 41,000+ compounds from the AIDS Antiviral Screen. Binary Classification. Given a drug SMILES string, predict its activity (active/inactive) in a high-throughput screening assay against a specified biological target. The drug is OCCCNCC(O)c1ccc(OCc2ccccc2)c(OCc2ccccc2)c1. The result is 0 (inactive).